The task is: Predict the reactants needed to synthesize the given product.. This data is from Full USPTO retrosynthesis dataset with 1.9M reactions from patents (1976-2016). (1) Given the product [CH3:1][O:2][C:3](=[O:16])[C:4]1[CH:12]=[C:11]([N+:13]([O-:15])=[O:14])[CH:10]=[C:6]([CH2:7][OH:8])[CH:5]=1, predict the reactants needed to synthesize it. The reactants are: [CH3:1][O:2][C:3](=[O:16])[C:4]1[CH:12]=[C:11]([N+:13]([O-:15])=[O:14])[CH:10]=[C:6]([C:7]([O-])=[O:8])[CH:5]=1.C(N(CC)CC)C.C(OC(Cl)=O)(C)C.C1(C)C=CC=CC=1.Cl.[BH4-].[Na+]. (2) Given the product [Cl:15][C:13]1[CH:12]=[CH:11][C:9]2[O:10][C:3]3[C:2]([N:16]4[CH2:20][CH2:19][C@@H:18]([NH:21][C:22](=[O:28])[O:23][C:24]([CH3:26])([CH3:25])[CH3:27])[CH2:17]4)=[N:7][CH:6]=[N:5][C:4]=3[C:8]=2[CH:14]=1, predict the reactants needed to synthesize it. The reactants are: Cl[C:2]1[C:3]2[O:10][C:9]3[CH:11]=[CH:12][C:13]([Cl:15])=[CH:14][C:8]=3[C:4]=2[N:5]=[CH:6][N:7]=1.[NH:16]1[CH2:20][CH2:19][C@@H:18]([NH:21][C:22](=[O:28])[O:23][C:24]([CH3:27])([CH3:26])[CH3:25])[CH2:17]1. (3) Given the product [Br:19][C:20]1[C:21]([N:8]2[CH2:13][CH2:12][O:11][CH2:10][CH2:9]2)=[N:22][CH:23]=[C:24]([N+:26]([O-:28])=[O:27])[CH:25]=1, predict the reactants needed to synthesize it. The reactants are: C(N(CC)CC)C.[NH:8]1[CH2:13][CH2:12][O:11][CH2:10][CH2:9]1.O1CCCC1.[Br:19][C:20]1[C:21](Cl)=[N:22][CH:23]=[C:24]([N+:26]([O-:28])=[O:27])[CH:25]=1. (4) Given the product [CH2:1]([C:3]1[CH:4]=[CH:5][C:6]([CH2:9][CH2:10][O:11][C:12]2[CH:13]=[CH:14][C:15]([NH2:18])=[CH:16][CH:17]=2)=[N:7][CH:8]=1)[CH3:2], predict the reactants needed to synthesize it. The reactants are: [CH2:1]([C:3]1[CH:4]=[CH:5][C:6]([CH2:9][CH2:10][O:11][C:12]2[CH:17]=[CH:16][C:15]([N+:18]([O-])=O)=[CH:14][CH:13]=2)=[N:7][CH:8]=1)[CH3:2].[H][H]. (5) Given the product [Br:44][C:45]1[CH:50]=[CH:49][C:48]([C:4]2([OH:17])[C:3]3[C:7](=[CH:8][CH:9]=[CH:10][CH:2]=3)[N:6]([CH2:11][CH2:12][CH2:13][CH2:14][CH3:15])[C:5]2=[O:16])=[C:47]([OH:51])[CH:46]=1, predict the reactants needed to synthesize it. The reactants are: Br[C:2]1[CH:10]=[CH:9][CH:8]=[C:7]2[C:3]=1[C:4](=[O:17])[C:5](=[O:16])[N:6]2[CH2:11][CH2:12][CH2:13][CH2:14][CH3:15].C(N1C2C(=CC=CC=2)C(=O)C1=O)CCCC.O1C2C=CC(O)=CC=2OC1.[Br:44][C:45]1[CH:46]=[C:47]([OH:51])[CH:48]=[CH:49][CH:50]=1. (6) Given the product [F:32][C:22]1[CH:21]=[C:20]([C:18]2[CH:17]=[CH:16][N:15]=[C:14]([NH:13][C:10]3[CH:11]=[CH:12][C:7]([N:4]4[CH:5]=[N:6][C:2]([C:34]5[C:39]([O:40][CH3:41])=[CH:38][CH:37]=[CH:36][N:35]=5)=[N:3]4)=[CH:8][CH:9]=3)[N:19]=2)[CH:25]=[C:24]([N:26]2[CH2:31][CH2:30][O:29][CH2:28][CH2:27]2)[CH:23]=1, predict the reactants needed to synthesize it. The reactants are: Br[C:2]1[N:6]=[CH:5][N:4]([C:7]2[CH:12]=[CH:11][C:10]([NH:13][C:14]3[N:19]=[C:18]([C:20]4[CH:25]=[C:24]([N:26]5[CH2:31][CH2:30][O:29][CH2:28][CH2:27]5)[CH:23]=[C:22]([F:32])[CH:21]=4)[CH:17]=[CH:16][N:15]=3)=[CH:9][CH:8]=2)[N:3]=1.Br[C:34]1[C:39]([O:40][CH3:41])=[CH:38][CH:37]=[CH:36][N:35]=1.